This data is from Catalyst prediction with 721,799 reactions and 888 catalyst types from USPTO. The task is: Predict which catalyst facilitates the given reaction. (1) Reactant: S(Cl)(Cl)=O.[CH2:5]([O:7][C:8]([NH:10][C@@H:11]([CH2:17][C:18]1[CH:23]=[CH:22][CH:21]=[CH:20][CH:19]=1)[C@H:12]([OH:16])[C:13]([OH:15])=[O:14])=[O:9])[CH3:6].S(=O)(O)O.Cl.[CH3:29]O. Product: [CH3:29][O:14][C:13](=[O:15])[C@@H:12]([OH:16])[C@@H:11]([NH:10][C:8]([O:7][CH2:5][CH3:6])=[O:9])[CH2:17][C:18]1[CH:19]=[CH:20][CH:21]=[CH:22][CH:23]=1. The catalyst class is: 11. (2) The catalyst class is: 66. Reactant: [C:1](/[C:3](/[C:27]1[CH:32]=[CH:31][C:30]([O:33][CH3:34])=[C:29]([O:35][CH3:36])[CH:28]=1)=[CH:4]\[C:5]1[S:9][C:8]([N:10]2[CH2:15][CH2:14][CH:13]([O:16][C:17](=[O:26])[CH2:18][N:19]3[CH2:24][CH2:23][CH:22](O)[CH2:21][CH2:20]3)[CH2:12][CH2:11]2)=[CH:7][CH:6]=1)#[N:2].[CH3:37]C1CCCCN1. Product: [C:1](/[C:3](/[C:27]1[CH:32]=[CH:31][C:30]([O:33][CH3:34])=[C:29]([O:35][CH3:36])[CH:28]=1)=[CH:4]\[C:5]1[S:9][C:8]([N:10]2[CH2:11][CH2:12][CH:13]([O:16][C:17](=[O:26])[CH2:18][N:19]3[CH2:20][CH2:21][CH2:22][CH2:23][CH:24]3[CH3:37])[CH2:14][CH2:15]2)=[CH:7][CH:6]=1)#[N:2]. (3) Reactant: [CH:1]1([NH:4][C:5](=[O:24])[C:6]2[CH:11]=[CH:10][C:9]([CH3:12])=[C:8]([C:13]3[CH:14]=[C:15]4[C:20](=[CH:21][CH:22]=3)[C:19](=[O:23])[NH:18][CH:17]=[CH:16]4)[CH:7]=2)[CH2:3][CH2:2]1.[H-].[Na+].C([O:30][C:31]1[CH:36]=[CH:35][C:34]([CH2:37]Cl)=[CH:33][CH:32]=1)(=O)C.[OH-].[Na+].Cl. Product: [CH:1]1([NH:4][C:5](=[O:24])[C:6]2[CH:11]=[CH:10][C:9]([CH3:12])=[C:8]([C:13]3[CH:14]=[C:15]4[C:20](=[CH:21][CH:22]=3)[C:19](=[O:23])[N:18]([CH2:37][C:34]3[CH:35]=[CH:36][C:31]([OH:30])=[CH:32][CH:33]=3)[CH:17]=[CH:16]4)[CH:7]=2)[CH2:2][CH2:3]1. The catalyst class is: 3. (4) Reactant: [OH-].[Na+].[CH3:3][C:4]1[C:12]2[C:7](=[CH:8][CH:9]=[C:10]([C:13]([O:15]C)=[O:14])[CH:11]=2)[NH:6][N:5]=1. Product: [CH3:3][C:4]1[C:12]2[C:7](=[CH:8][CH:9]=[C:10]([C:13]([OH:15])=[O:14])[CH:11]=2)[NH:6][N:5]=1. The catalyst class is: 5. (5) Reactant: [Br:1][C:2]1[CH:3]=[C:4]([C:11]([N:13]2[CH2:18][CH2:17][O:16][C:15]3[N:19]=[CH:20][C:21]([C:23]4[CH:28]=[CH:27][C:26]([O:29][C:30]([F:33])([F:32])[F:31])=[CH:25][CH:24]=4)=[CH:22][C:14]2=3)=[O:12])[CH:5]=[C:6]([Br:10])[C:7]=1[O:8]C.[Br-].[Li+].N1CCNCC1. Product: [Br:10][C:6]1[CH:5]=[C:4]([C:11]([N:13]2[CH2:18][CH2:17][O:16][C:15]3[N:19]=[CH:20][C:21]([C:23]4[CH:24]=[CH:25][C:26]([O:29][C:30]([F:31])([F:33])[F:32])=[CH:27][CH:28]=4)=[CH:22][C:14]2=3)=[O:12])[CH:3]=[C:2]([Br:1])[C:7]=1[OH:8]. The catalyst class is: 9.